This data is from TCR-epitope binding with 47,182 pairs between 192 epitopes and 23,139 TCRs. The task is: Binary Classification. Given a T-cell receptor sequence (or CDR3 region) and an epitope sequence, predict whether binding occurs between them. The epitope is YFPLQSYGF. The TCR CDR3 sequence is CASSFSPNTGELFF. Result: 1 (the TCR binds to the epitope).